This data is from Full USPTO retrosynthesis dataset with 1.9M reactions from patents (1976-2016). The task is: Predict the reactants needed to synthesize the given product. (1) The reactants are: NC1(C2C=CC(C3C(=O)C4C(=CC=C(F)C=4)OC=3C3C=CC=CC=3)=CC=2)CCC1.C(OC(=O)[NH:36][C:37]1([C:41]2[CH:46]=[CH:45][C:44]([C:47]3[C:48](=[O:69])[C:49]4[CH:50]=[CH:51][C:52]5[C:53](=[N:63][N:64]([CH:66]([CH3:68])[CH3:67])[CH:65]=5)[C:54]=4[O:55][C:56]=3[C:57]3[CH:62]=[CH:61][CH:60]=[CH:59][CH:58]=3)=[CH:43][CH:42]=2)[CH2:40][CH2:39][CH2:38]1)(C)(C)C.C(O)(C(F)(F)F)=O.[ClH:78]. Given the product [ClH:78].[NH2:36][C:37]1([C:41]2[CH:42]=[CH:43][C:44]([C:47]3[C:48](=[O:69])[C:49]4[CH:50]=[CH:51][C:52]5[C:53](=[N:63][N:64]([CH:66]([CH3:67])[CH3:68])[CH:65]=5)[C:54]=4[O:55][C:56]=3[C:57]3[CH:62]=[CH:61][CH:60]=[CH:59][CH:58]=3)=[CH:45][CH:46]=2)[CH2:40][CH2:39][CH2:38]1, predict the reactants needed to synthesize it. (2) The reactants are: [CH3:1][O:2][C:3]1[CH:4]=[C:5]2[C:10](=[CH:11][C:12]=1[O:13][CH3:14])[N:9]=[CH:8][CH:7]=[C:6]2[O:15][C:16]1[CH:22]=[CH:21][C:19]([NH2:20])=[CH:18][CH:17]=1.C1(C)C=CC=CC=1.C(N(CC)CC)C.Cl[C:38](Cl)([O:40][C:41](=[O:47])OC(Cl)(Cl)Cl)Cl.[F:49][C:50]([F:61])([F:60])[C:51]1[CH:52]=[C:53]([CH:57]=[CH:58][CH:59]=1)[CH2:54]CO. Given the product [CH3:1][O:2][C:3]1[CH:4]=[C:5]2[C:10](=[CH:11][C:12]=1[O:13][CH3:14])[N:9]=[CH:8][CH:7]=[C:6]2[O:15][C:16]1[CH:22]=[CH:21][C:19]([NH:20][C:41](=[O:47])[O:40][CH2:38][CH2:54][C:53]2[CH:57]=[CH:58][CH:59]=[C:51]([C:50]([F:49])([F:60])[F:61])[CH:52]=2)=[CH:18][CH:17]=1, predict the reactants needed to synthesize it.